The task is: Predict the reaction yield, written as a fraction of the theoretical maximum amount of product (1.0 means a 100% yield; for example, 0.34 means a 34% yield).. This data is from Reaction yield outcomes from USPTO patents with 853,638 reactions. (1) The reactants are Br[CH2:2][CH2:3][CH2:4][CH2:5][CH2:6][C:7]([NH:9][C@@H:10]1[CH2:15][CH2:14][CH2:13][CH2:12][C@@H:11]1[C:16]([N:18]1[C@@H:30]2[C@@H:21]([C@H:22]([C:31]3[CH:36]=[CH:35][CH:34]=[CH:33][CH:32]=3)[NH:23][C:24]3[CH:25]=[CH:26][CH:27]=[CH:28][C:29]=32)[CH2:20][CH2:19]1)=[O:17])=[O:8].[NH:37]1[CH2:42][CH2:41][O:40][CH2:39][CH2:38]1.C(=O)([O-])[O-].[K+].[K+].O. The catalyst is C(#N)C. The product is [N:37]1([CH2:2][CH2:3][CH2:4][CH2:5][CH2:6][C:7]([NH:9][C@@H:10]2[CH2:15][CH2:14][CH2:13][CH2:12][C@@H:11]2[C:16]([N:18]2[C@@H:30]3[C@@H:21]([C@H:22]([C:31]4[CH:36]=[CH:35][CH:34]=[CH:33][CH:32]=4)[NH:23][C:24]4[CH:25]=[CH:26][CH:27]=[CH:28][C:29]=43)[CH2:20][CH2:19]2)=[O:17])=[O:8])[CH2:42][CH2:41][O:40][CH2:39][CH2:38]1. The yield is 0.910. (2) The reactants are [C:1]([C:4]1[C:5]([N:13]2[CH2:18][CH2:17][N:16]([C:19](=[O:37])[C@H:20]([NH:29]C(=O)OC(C)(C)C)[CH2:21][C:22]3[CH:27]=[CH:26][C:25]([Cl:28])=[CH:24][CH:23]=3)[CH2:15][CH2:14]2)=[C:6]2[CH:12]=[CH:11][NH:10][C:7]2=[N:8][CH:9]=1)(=O)[NH2:2]. The catalyst is O=P(Cl)(Cl)Cl. The product is [NH2:29][C@H:20]([CH2:21][C:22]1[CH:23]=[CH:24][C:25]([Cl:28])=[CH:26][CH:27]=1)[C:19]([N:16]1[CH2:17][CH2:18][N:13]([C:5]2[C:4]([C:1]#[N:2])=[CH:9][N:8]=[C:7]3[NH:10][CH:11]=[CH:12][C:6]=23)[CH2:14][CH2:15]1)=[O:37]. The yield is 0.0740. (3) The reactants are [F:1][C:2]([F:9])([F:8])[C:3]1[N:7]=[CH:6][NH:5][N:4]=1.[CH3:10][C:11]1[CH:16]=[C:15]([CH3:17])[CH:14]=[CH:13][C:12]=1B1OBOBO1.N1C=CC=CC=1.Cl. The catalyst is [Cu].C(OCC)(=O)C.CN(C)C=O. The product is [CH3:10][C:11]1[CH:12]=[CH:13][C:14]([N:5]2[CH:6]=[N:7][C:3]([C:2]([F:9])([F:8])[F:1])=[N:4]2)=[C:15]([CH3:17])[CH:16]=1. The yield is 0.950.